From a dataset of Forward reaction prediction with 1.9M reactions from USPTO patents (1976-2016). Predict the product of the given reaction. (1) Given the reactants C([Li])(C)(C)C.[C:6]([Si:10]([O:13][C@H:14](/[CH:20]=[CH:21]/I)[CH2:15][CH2:16][CH2:17][CH2:18][CH3:19])([CH3:12])[CH3:11])([CH3:9])([CH3:8])[CH3:7].[CH3:23][O:24][C:25](=[O:46])[CH2:26][S:27][CH2:28][CH2:29][CH2:30][S:31][C:32]1[C:36](=[O:37])[CH2:35][C@@H:34]([O:38][Si:39]([C:42]([CH3:45])([CH3:44])[CH3:43])([CH3:41])[CH3:40])[CH:33]=1.[NH4+].[Cl-], predict the reaction product. The product is: [CH3:23][O:24][C:25](=[O:46])[CH2:26][S:27][CH2:28][CH2:29][CH2:30][S:31][C@H:32]1[C:36](=[O:37])[CH2:35][C@@H:34]([O:38][Si:39]([C:42]([CH3:43])([CH3:45])[CH3:44])([CH3:41])[CH3:40])[C@@H:33]1/[CH:21]=[CH:20]/[C@@H:14]([O:13][Si:10]([C:6]([CH3:7])([CH3:9])[CH3:8])([CH3:11])[CH3:12])[CH2:15][CH2:16][CH2:17][CH2:18][CH3:19]. (2) Given the reactants C([O:5][C:6]([C:8]12[CH:13]([C:14]3[CH:19]=[CH:18][CH:17]=[CH:16][CH:15]=3)[CH:12]1[CH2:11][O:10][C:9]2=[O:20])=[O:7])(C)(C)C.FC(F)(F)C(O)=O.ClC(Cl)C, predict the reaction product. The product is: [O:20]=[C:9]1[O:10][CH2:11][C@@H:12]2[C@@:8]1([C:6]([OH:7])=[O:5])[C@@H:13]2[C:14]1[CH:19]=[CH:18][CH:17]=[CH:16][CH:15]=1. (3) Given the reactants Br[C:2]1[N:6]=[CH:5][N:4]([C:7]2[CH:12]=[CH:11][C:10]([O:13][C:14]([F:17])([F:16])[F:15])=[CH:9][CH:8]=2)[N:3]=1.CC1(C)C(C)(C)OB([C:26]2[CH:31]=[CH:30][C:29]([CH2:32][C:33]([O:35][CH3:36])=[O:34])=[CH:28][CH:27]=2)O1.F[B-](F)(F)F.C([PH+](C(C)(C)C)C(C)(C)C)(C)(C)C.[F-].[Cs+], predict the reaction product. The product is: [F:15][C:14]([F:17])([F:16])[O:13][C:10]1[CH:11]=[CH:12][C:7]([N:4]2[CH:5]=[N:6][C:2]([C:26]3[CH:31]=[CH:30][C:29]([CH2:32][C:33]([O:35][CH3:36])=[O:34])=[CH:28][CH:27]=3)=[N:3]2)=[CH:8][CH:9]=1. (4) Given the reactants [Si:1]([O:18][C:19]1[CH:26]=[CH:25][C:22]([CH:23]=O)=[CH:21][CH:20]=1)([C:14]([CH3:17])([CH3:16])[CH3:15])([C:8]1[CH:13]=[CH:12][CH:11]=[CH:10][CH:9]=1)[C:2]1[CH:7]=[CH:6][CH:5]=[CH:4][CH:3]=1.[CH2:27]([SH:31])[CH2:28][CH2:29][SH:30].C(=O)(O)[O-].[Na+], predict the reaction product. The product is: [C:14]([Si:1]([O:18][C:19]1[CH:26]=[CH:25][C:22]([CH:23]2[S:31][CH2:27][CH2:28][CH2:29][S:30]2)=[CH:21][CH:20]=1)([C:8]1[CH:13]=[CH:12][CH:11]=[CH:10][CH:9]=1)[C:2]1[CH:3]=[CH:4][CH:5]=[CH:6][CH:7]=1)([CH3:17])([CH3:15])[CH3:16]. (5) Given the reactants Cl[C:2]1[N:13]=[C:12]([NH:14][CH:15]2[CH2:20][CH2:19][CH:18]([N:21]([CH3:23])[CH3:22])[CH2:17][CH2:16]2)[C:11]2[C:10]3[CH2:9][CH2:8][CH2:7][C:6]=3[S:5][C:4]=2[N:3]=1.[CH3:24][NH2:25].O, predict the reaction product. The product is: [CH3:22][N:21]([CH3:23])[CH:18]1[CH2:19][CH2:20][CH:15]([NH:14][C:12]2[C:11]3[C:10]4[CH2:9][CH2:8][CH2:7][C:6]=4[S:5][C:4]=3[N:3]=[C:2]([NH:25][CH3:24])[N:13]=2)[CH2:16][CH2:17]1. (6) Given the reactants [F:1][C:2]1[CH:7]=[CH:6][C:5]([N:8]2[C:12]([C:13]([O:15][CH2:16][CH3:17])=[O:14])=[CH:11][N:10]=[C:9]2/[CH:18]=[CH:19]/[C:20]2[C:25]([F:26])=[CH:24][CH:23]=[C:22]([F:27])[C:21]=2[F:28])=[CH:4][CH:3]=1.[H][H], predict the reaction product. The product is: [F:1][C:2]1[CH:7]=[CH:6][C:5]([N:8]2[C:12]([C:13]([O:15][CH2:16][CH3:17])=[O:14])=[CH:11][N:10]=[C:9]2[CH2:18][CH2:19][C:20]2[C:25]([F:26])=[CH:24][CH:23]=[C:22]([F:27])[C:21]=2[F:28])=[CH:4][CH:3]=1. (7) The product is: [CH3:1][O:2][C:3](=[O:15])[C:4]1[CH:9]=[C:8]([CH2:10][C:11](=[O:13])[CH3:12])[N:7]=[C:6]([NH:72][C@H:68]([CH2:70][CH3:71])[CH3:69])[CH:5]=1. Given the reactants [CH3:1][O:2][C:3](=[O:15])[C:4]1[CH:9]=[C:8]([CH2:10][C:11](=[O:13])[CH3:12])[N:7]=[C:6](Cl)[CH:5]=1.C1(P(C2C=CC=CC=2)C2C=CC3C(=CC=CC=3)C=2C2C3C(=CC=CC=3)C=CC=2P(C2C=CC=CC=2)C2C=CC=CC=2)C=CC=CC=1.C(=O)([O-])[O-].[Cs+].[Cs+].[C@@H:68]([NH2:72])([CH2:70][CH3:71])[CH3:69], predict the reaction product.